Dataset: Reaction yield outcomes from USPTO patents with 853,638 reactions. Task: Predict the reaction yield, written as a fraction of the theoretical maximum amount of product (1.0 means a 100% yield; for example, 0.34 means a 34% yield). (1) The reactants are C([O:5][C:6]([C:8]1[CH:13]=[C:12]([O:14][C:15]2[CH:32]=[CH:31][C:18]3[N:19]([CH3:30])[C:20]([NH:22][C:23]4[CH:28]=[CH:27][C:26]([F:29])=[CH:25][CH:24]=4)=[N:21][C:17]=3[CH:16]=2)[CH:11]=[CH:10][N:9]=1)=[O:7])(C)(C)C. The catalyst is FC(F)(F)C(O)=O.O. The product is [F:29][C:26]1[CH:27]=[CH:28][C:23]([NH:22][C:20]2[N:19]([CH3:30])[C:18]3[CH:31]=[CH:32][C:15]([O:14][C:12]4[CH:11]=[CH:10][N:9]=[C:8]([C:6]([OH:7])=[O:5])[CH:13]=4)=[CH:16][C:17]=3[N:21]=2)=[CH:24][CH:25]=1. The yield is 1.00. (2) The reactants are [N:1]12[CH2:9][CH2:8][CH:5]([CH2:6][CH2:7]1)[NH:4][C:3](=O)[CH2:2]2.O1CCOCC1. The catalyst is O. The product is [N:1]12[CH2:9][CH2:8][CH:5]([CH2:6][CH2:7]1)[NH:4][CH2:3][CH2:2]2. The yield is 0.780. (3) The reactants are [Cl:1][C:2]1[C:3]2[N:4]([CH:8]=[C:9]([C:11]3[CH:16]=[CH:15][C:14]([F:17])=[CH:13][CH:12]=3)[N:10]=2)[CH:5]=[CH:6][CH:7]=1.[I:18]N1C(=O)CCC1=O. The catalyst is ClCCl. The product is [Cl:1][C:2]1[C:3]2[N:4]([C:8]([I:18])=[C:9]([C:11]3[CH:16]=[CH:15][C:14]([F:17])=[CH:13][CH:12]=3)[N:10]=2)[CH:5]=[CH:6][CH:7]=1. The yield is 0.800. (4) The reactants are C[O:2][C:3]([C:5]1[S:6][C:7]([C:20]2[C:21]([NH2:33])=[N:22][CH:23]=[C:24]([C:26]3[CH:31]=[CH:30][CH:29]=[C:28]([Cl:32])[CH:27]=3)[CH:25]=2)=[CH:8][C:9]=1[O:10][CH:11]([C:13]1[CH:18]=[CH:17][CH:16]=[CH:15][C:14]=1[Cl:19])[CH3:12])=O.[NH3:34]. The catalyst is CO. The product is [NH2:33][C:21]1[C:20]([C:7]2[S:6][C:5]([C:3]([NH2:34])=[O:2])=[C:9]([O:10][CH:11]([C:13]3[CH:18]=[CH:17][CH:16]=[CH:15][C:14]=3[Cl:19])[CH3:12])[CH:8]=2)=[CH:25][C:24]([C:26]2[CH:31]=[CH:30][CH:29]=[C:28]([Cl:32])[CH:27]=2)=[CH:23][N:22]=1. The yield is 0.540. (5) The reactants are [C:1]([C:5]1[CH:9]=[C:8]([NH:10][C:11](=[O:19])OC2C=CC=CC=2)[N:7]([CH2:20][CH3:21])[N:6]=1)([CH3:4])([CH3:3])[CH3:2].C(N(CC)C(C)C)(C)C.[CH3:31][O:32][C:33]1[CH:34]=[C:35]2[C:40](=[CH:41][C:42]=1[O:43][CH3:44])[N:39]=[CH:38][N:37]=[C:36]2[S:45][C:46]1[CH:47]=[C:48]([CH:50]=[CH:51][CH:52]=1)[NH2:49]. The catalyst is C1COCC1. The product is [C:1]([C:5]1[CH:9]=[C:8]([NH:10][C:11]([NH:49][C:48]2[CH:50]=[CH:51][CH:52]=[C:46]([S:45][C:36]3[C:35]4[C:40](=[CH:41][C:42]([O:43][CH3:44])=[C:33]([O:32][CH3:31])[CH:34]=4)[N:39]=[CH:38][N:37]=3)[CH:47]=2)=[O:19])[N:7]([CH2:20][CH3:21])[N:6]=1)([CH3:2])([CH3:3])[CH3:4]. The yield is 0.190. (6) The reactants are [CH3:1][C:2]([C@H:4]1[C:7]([CH3:9])([CH3:8])[C@@H:6]([CH2:10][C:11]([OH:13])=[O:12])[CH2:5]1)=[O:3].[C:14](Cl)(=O)C(Cl)=O.CCN([CH:26]([CH3:28])[CH3:27])C(C)C. The catalyst is CN(C=O)C.C(O)(C)(C)C. The product is [C:26]([O:12][C:11](=[O:13])[CH2:10][CH:6]1[CH2:5][CH:4]([C:2](=[O:3])[CH3:1])[C:7]1([CH3:8])[CH3:9])([CH3:28])([CH3:14])[CH3:27]. The yield is 0.930. (7) The reactants are CO[C:3](=[O:39])[C:4]1[CH:9]=[C:8]([C:10]2[CH:11]=[C:12]3[C:18]([C:19]4[CH:24]=[CH:23][CH:22]=[CH:21][C:20]=4[O:25][CH3:26])=[CH:17][N:16](S(C4C=CC(C)=CC=4)(=O)=O)[C:13]3=[N:14][CH:15]=2)[CH:7]=[C:6]([F:37])[C:5]=1[OH:38].[CH3:40][NH:41][CH3:42]. The catalyst is C1COCC1. The product is [F:37][C:6]1[C:5]([OH:38])=[C:4]([CH:9]=[C:8]([C:10]2[CH:11]=[C:12]3[C:18]([C:19]4[CH:24]=[CH:23][CH:22]=[CH:21][C:20]=4[O:25][CH3:26])=[CH:17][NH:16][C:13]3=[N:14][CH:15]=2)[CH:7]=1)[C:3]([N:41]([CH3:42])[CH3:40])=[O:39]. The yield is 0.370.